This data is from Reaction yield outcomes from USPTO patents with 853,638 reactions. The task is: Predict the reaction yield, written as a fraction of the theoretical maximum amount of product (1.0 means a 100% yield; for example, 0.34 means a 34% yield). (1) The reactants are Cl[C:2]1[N:7]=[C:6]([N:8]2[CH2:13][CH2:12][N:11]([C:14]3[C:15]([CH3:27])=[C:16]([CH3:26])[C:17]4[O:21][C:20]([CH3:23])([CH3:22])[CH2:19][C:18]=4[C:24]=3[CH3:25])[CH2:10][CH2:9]2)[CH:5]=[CH:4][N:3]=1.[CH3:28][O:29][C:30]1[CH:35]=[CH:34][C:33](OB([O-])[O-])=[CH:32][CH:31]=1. No catalyst specified. The product is [CH3:28][O:29][C:30]1[CH:35]=[CH:34][C:33]([C:2]2[N:7]=[C:6]([N:8]3[CH2:13][CH2:12][N:11]([C:14]4[C:15]([CH3:27])=[C:16]([CH3:26])[C:17]5[O:21][C:20]([CH3:23])([CH3:22])[CH2:19][C:18]=5[C:24]=4[CH3:25])[CH2:10][CH2:9]3)[CH:5]=[CH:4][N:3]=2)=[CH:32][CH:31]=1. The yield is 0.120. (2) The reactants are [Cl:1][C:2]1[C:3](S(C2C=CC=CC=2)(=O)=O)=[N:4][CH:5]=[C:6]([C:8]([F:11])([F:10])[F:9])[CH:7]=1.[Cl:21][C:22]1[C:27]([O:28][CH3:29])=[CH:26][C:25]([Mg]Br)=[C:24]([F:32])[CH:23]=1. The catalyst is C1COCC1. The product is [Cl:21][C:22]1[C:27]([O:28][CH3:29])=[CH:26][C:25]([C:3]2[C:2]([Cl:1])=[CH:7][C:6]([C:8]([F:9])([F:10])[F:11])=[CH:5][N:4]=2)=[C:24]([F:32])[CH:23]=1. The yield is 0.840. (3) The reactants are [CH2:1]([C:5]([C:23]1[CH:28]=[CH:27][CH:26]=[CH:25][CH:24]=1)([CH2:19][CH2:20][CH2:21][CH3:22])[C:6]([CH:8]([C:14](OCC)=[O:15])[C:9]([O:11][CH2:12][CH3:13])=[O:10])=[O:7])[CH2:2][CH2:3][CH3:4].C1(C(CCC)(CCC)C(C(C(OCC)=O)C(OCC)=O)=O)C=CC=CC=1. No catalyst specified. The product is [CH2:19]([C:5]1([CH2:1][CH2:2][CH2:3][CH3:4])[C:23]2[C:24](=[CH:25][CH:26]=[CH:27][CH:28]=2)[C:14]([OH:15])=[C:8]([C:9]([O:11][CH2:12][CH3:13])=[O:10])[C:6]1=[O:7])[CH2:20][CH2:21][CH3:22]. The yield is 0.210. (4) The reactants are [N+:1]([O-:4])(O)=[O:2].[Br:5][C:6]1[C:7]([OH:13])=[N:8][C:9]([CH3:12])=[CH:10][CH:11]=1. No catalyst specified. The product is [Br:5][C:6]1[C:7]([OH:13])=[N:8][C:9]([CH3:12])=[C:10]([N+:1]([O-:4])=[O:2])[CH:11]=1. The yield is 0.670. (5) The reactants are [Cl:1][C:2]1[C:3]([CH3:18])=[C:4]([NH:10][C@H:11]([C@@H:15]([OH:17])[CH3:16])[C:12]([OH:14])=O)[CH:5]=[CH:6][C:7]=1[C:8]#[N:9].Cl.[NH2:20][CH2:21][C:22]([C:24]1[CH:29]=[CH:28][CH:27]=[CH:26][CH:25]=1)=[O:23].ClC1C(CC)=C(N[C@H]([C@@H](O)C)C(NNC(=O)C2C=CC=CC=2)=O)C=CC=1C#N. No catalyst specified. The product is [Cl:1][C:2]1[C:3]([CH3:18])=[C:4]([NH:10][C@H:11]([C@@H:15]([OH:17])[CH3:16])[C:12]([NH:20][CH2:21][C:22](=[O:23])[C:24]2[CH:29]=[CH:28][CH:27]=[CH:26][CH:25]=2)=[O:14])[CH:5]=[CH:6][C:7]=1[C:8]#[N:9]. The yield is 0.920. (6) The reactants are [Cl:1][C:2]1[CH:7]=[C:6]([Cl:8])[CH:5]=[C:4]([Cl:9])[C:3]=1[CH2:10][CH2:11][CH:12]=O.C(N(CC)CC)C.Cl.[CH3:22][O:23][NH2:24]. The catalyst is CO. The product is [CH3:22][O:23][N:24]=[CH:12][CH2:11][CH2:10][C:3]1[C:4]([Cl:9])=[CH:5][C:6]([Cl:8])=[CH:7][C:2]=1[Cl:1]. The yield is 0.800. (7) The reactants are [Br:1][C:2]1[CH:7]=[CH:6][C:5]([C:8](=[O:13])[C:9]([F:12])([F:11])[F:10])=[CH:4][CH:3]=1.[BH4-].[Na+]. The catalyst is C1COCC1. The product is [Br:1][C:2]1[CH:7]=[CH:6][C:5]([CH:8]([OH:13])[C:9]([F:11])([F:12])[F:10])=[CH:4][CH:3]=1. The yield is 0.920.